This data is from Forward reaction prediction with 1.9M reactions from USPTO patents (1976-2016). The task is: Predict the product of the given reaction. (1) The product is: [F:33][C:20]1[C:21]([CH2:23][CH2:24][C:25]2[S:26][CH:27]=[C:28]([CH:30]([CH3:32])[CH3:31])[N:29]=2)=[CH:22][C:12]2[N:13]([CH:19]=1)[C:14](=[O:18])[C:15](/[CH:16]=[CH:41]/[C:39]([O:38][C:34]([CH3:35])([CH3:36])[CH3:37])=[O:40])=[C:10]([N:6]1[CH2:7][CH2:8][CH2:9][CH:4]([CH:62]=[O:61])[CH2:5]1)[N:11]=2. Given the reactants C(O[CH:4]1[CH2:9][CH2:8][CH2:7][N:6]([C:10]2[N:11]=[C:12]3[CH:22]=[C:21]([CH2:23][CH2:24][C:25]4[S:26][CH:27]=[C:28]([CH:30]([CH3:32])[CH3:31])[N:29]=4)[C:20]([F:33])=[CH:19][N:13]3[C:14](=[O:18])[C:15]=2[CH:16]=O)[CH2:5]1)=O.[C:34]([O:38][C:39]([CH:41]=P(C1C=CC=CC=1)(C1C=CC=CC=1)C1C=CC=CC=1)=[O:40])([CH3:37])([CH3:36])[CH3:35].[O:61]1CCC[CH2:62]1, predict the reaction product. (2) Given the reactants [C:1]([O:5][CH3:6])(=[O:4])[CH:2]=[CH2:3].[CH3:7][C:8]([C:10]([CH3:12])=[CH2:11])=[CH2:9], predict the reaction product. The product is: [CH3:9][C:8]1[CH2:7][CH:2]([C:1]([O:5][CH3:6])=[O:4])[CH2:3][CH2:11][C:10]=1[CH3:12]. (3) Given the reactants [OH:1][C:2]1[CH:3]=[C:4]2[C:9](=[CH:10][CH:11]=1)[C:8]([C:12]([OH:14])=[O:13])=[CH:7][CH:6]=[CH:5]2.[Cl:15][C:16]1[CH:21]=[C:20](Cl)[CH:19]=[CH:18][N:17]=1.C(=O)([O-])[O-].[Cs+].[Cs+].O, predict the reaction product. The product is: [Cl:15][C:16]1[CH:21]=[C:20]([O:1][C:2]2[CH:3]=[C:4]3[C:9](=[CH:10][CH:11]=2)[C:8]([C:12]([OH:14])=[O:13])=[CH:7][CH:6]=[CH:5]3)[CH:19]=[CH:18][N:17]=1. (4) Given the reactants [N:1]1[C:6]2[CH2:7][S:8][CH2:9][C:5]=2[C:4]([N:10]2[CH2:15][CH2:14][N:13](C(OC(C)(C)C)=O)[CH2:12][CH2:11]2)=[N:3][CH:2]=1.[ClH:23], predict the reaction product. The product is: [N:10]1([C:4]2[C:5]3[CH2:9][S:8][CH2:7][C:6]=3[N:1]=[CH:2][N:3]=2)[CH2:15][CH2:14][NH:13][CH2:12][CH2:11]1.[ClH:23].